This data is from Catalyst prediction with 721,799 reactions and 888 catalyst types from USPTO. The task is: Predict which catalyst facilitates the given reaction. (1) Reactant: [H-].[Na+].C(=N/[OH:11])\C1C=CC=CC=1.[Cl:12][C:13]1[CH:18]=[CH:17][C:16]([C:19]2([C:32]([O:34]CC)=O)[CH2:24][CH2:23][C:22]3([O:29][CH2:28][C:27]([CH3:31])([CH3:30])[CH2:26][O:25]3)[CH2:21][CH2:20]2)=[C:15]([C:37]#[C:38][C:39]([O:41][CH2:42][CH3:43])=[O:40])[CH:14]=1. Product: [Cl:12][C:13]1[CH:14]=[C:15]2[C:16](=[CH:17][CH:18]=1)[C:19]1([CH2:20][CH2:21][C:22]3([O:29][CH2:28][C:27]([CH3:31])([CH3:30])[CH2:26][O:25]3)[CH2:23][CH2:24]1)[C:32](=[O:34])[C:38]([C:39]([O:41][CH2:42][CH3:43])=[O:40])=[C:37]2[OH:11]. The catalyst class is: 887. (2) Reactant: [CH:1]([C:4]1[N:9]=[C:8]([O:10][CH3:11])[C:7]([C:12]2[N:17]=[C:16]3[C:18]([CH:26]=[N:27]O)=[CH:19][N:20]([C@@H:21]([CH3:25])[CH2:22][O:23][CH3:24])[C:15]3=[CH:14][C:13]=2[CH3:29])=[CH:6][CH:5]=1)([CH3:3])[CH3:2].CCN(CC)CC.CS(Cl)(=O)=O.O. Product: [CH:1]([C:4]1[N:9]=[C:8]([O:10][CH3:11])[C:7]([C:12]2[N:17]=[C:16]3[C:18]([C:26]#[N:27])=[CH:19][N:20]([C@@H:21]([CH3:25])[CH2:22][O:23][CH3:24])[C:15]3=[CH:14][C:13]=2[CH3:29])=[CH:6][CH:5]=1)([CH3:3])[CH3:2]. The catalyst class is: 2. (3) Reactant: [NH2:1][CH2:2][CH2:3][NH2:4].[CH2:5]([O:10][C:11]1[CH:16]=[CH:15][C:14]([S:17](Cl)(=[O:19])=[O:18])=[CH:13][CH:12]=1)[CH2:6][CH2:7][CH2:8][CH3:9]. Product: [NH2:1][CH2:2][CH2:3][NH:4][S:17]([C:14]1[CH:13]=[CH:12][C:11]([O:10][CH2:5][CH2:6][CH2:7][CH2:8][CH3:9])=[CH:16][CH:15]=1)(=[O:19])=[O:18]. The catalyst class is: 1. (4) Reactant: [F:1][C:2]1[CH:31]=[CH:30][CH:29]=[CH:28][C:3]=1[CH2:4][N:5]1[C:13]2[C:8](=[CH:9][CH:10]=[CH:11][CH:12]=2)[C:7]([C:14]2[N:19]=[C:18]([NH:20][C:21]3[CH:26]=[CH:25][N:24]=[CH:23][CH:22]=3)[C:17]([OH:27])=[CH:16][N:15]=2)=[N:6]1.[CH3:32][C:33]1([CH3:40])[O:37][CH:36]([CH2:38]Br)[CH2:35][O:34]1.C(=O)([O-])[O-].[K+].[K+]. Product: [CH3:32][C:33]1([CH3:40])[O:37][C@@H:36]([CH2:38][O:27][C:17]2[C:18]([NH:20][C:21]3[CH:26]=[CH:25][N:24]=[CH:23][CH:22]=3)=[N:19][C:14]([C:7]3[C:8]4[C:13](=[CH:12][CH:11]=[CH:10][CH:9]=4)[N:5]([CH2:4][C:3]4[CH:28]=[CH:29][CH:30]=[CH:31][C:2]=4[F:1])[N:6]=3)=[N:15][CH:16]=2)[CH2:35][O:34]1. The catalyst class is: 3. (5) Product: [F:16][C:12]1[CH:11]=[C:10]([CH2:9][C:3]2[C:4]([CH3:8])=[N:5][CH:6]=[CH:7][C:2]=2[N:34]2[CH2:33][C:32]3[CH:38]=[C:28]([C:25]4[CH:26]=[CH:27][C:21]5[N:20]=[C:19]([CH3:18])[NH:23][C:22]=5[CH:24]=4)[CH:29]=[CH:30][C:31]=3[O:37][CH2:36][CH2:35]2)[CH:15]=[CH:14][CH:13]=1. The catalyst class is: 6. Reactant: Cl[C:2]1[CH:7]=[CH:6][N:5]=[C:4]([CH3:8])[C:3]=1[CH2:9][C:10]1[CH:15]=[CH:14][CH:13]=[C:12]([F:16])[CH:11]=1.Cl.[CH3:18][C:19]1[NH:23][C:22]2[CH:24]=[C:25]([C:28]3[CH:29]=[CH:30][C:31]4[O:37][CH2:36][CH2:35][NH:34][CH2:33][C:32]=4[CH:38]=3)[CH:26]=[CH:27][C:21]=2[N:20]=1.C(O)CCC. (6) Reactant: [C:1]([C:5]1[CH:45]=[CH:44][C:8]([C:9]([NH:11][C@@H:12]([CH2:17][C:18]2[CH:23]=[CH:22][C:21]([C:24]([NH:26][NH:27][C:28](=O)[C:29]3[CH:34]=[CH:33][C:32]([O:35][CH2:36][CH2:37][CH2:38][CH2:39][CH2:40][CH2:41][CH3:42])=[CH:31][CH:30]=3)=[O:25])=[CH:20][CH:19]=2)[C:13]([O:15][CH3:16])=[O:14])=[O:10])=[CH:7][CH:6]=1)([CH3:4])([CH3:3])[CH3:2].[Cl-].ClC1N(C)CC[NH+]1C. Product: [C:1]([C:5]1[CH:45]=[CH:44][C:8]([C:9]([NH:11][C@@H:12]([CH2:17][C:18]2[CH:19]=[CH:20][C:21]([C:24]3[O:25][C:28]([C:29]4[CH:34]=[CH:33][C:32]([O:35][CH2:36][CH2:37][CH2:38][CH2:39][CH2:40][CH2:41][CH3:42])=[CH:31][CH:30]=4)=[N:27][N:26]=3)=[CH:22][CH:23]=2)[C:13]([O:15][CH3:16])=[O:14])=[O:10])=[CH:7][CH:6]=1)([CH3:4])([CH3:3])[CH3:2]. The catalyst class is: 326. (7) Product: [CH:1]([O:4][C:5]1[CH:10]=[CH:9][C:8]([O:11][C:13]2[S:14][CH:15]=[CH:16][N:17]=2)=[CH:7][CH:6]=1)([CH3:3])[CH3:2]. The catalyst class is: 16. Reactant: [CH:1]([O:4][C:5]1[CH:10]=[CH:9][C:8]([OH:11])=[CH:7][CH:6]=1)([CH3:3])[CH3:2].Br[C:13]1[S:14][CH:15]=[CH:16][N:17]=1.C(=O)([O-])[O-].[K+].[K+].O. (8) The catalyst class is: 27. Product: [CH:10]1([N:9]([CH2:8][CH2:7][C:6]2[CH:5]=[CH:4][C:3]([O:2][CH3:1])=[CH:16][CH:15]=2)[C:25](=[O:26])[O:27][CH3:28])[CH2:11][CH2:12][CH2:13][CH2:14]1. Reactant: [CH3:1][O:2][C:3]1[CH:16]=[CH:15][C:6]([CH2:7][CH2:8][NH:9][CH:10]2[CH2:14][CH2:13][CH2:12][CH2:11]2)=[CH:5][CH:4]=1.C(N(CC)CC)C.Cl[C:25]([O:27][CH3:28])=[O:26].